This data is from Full USPTO retrosynthesis dataset with 1.9M reactions from patents (1976-2016). The task is: Predict the reactants needed to synthesize the given product. (1) Given the product [Br:1][C:2]1[CH:11]=[C:10]2[C:5]([C:6](=[N:14][OH:15])[CH2:7][CH2:8][O:9]2)=[CH:4][CH:3]=1, predict the reactants needed to synthesize it. The reactants are: [Br:1][C:2]1[CH:11]=[C:10]2[C:5]([C:6](=O)[CH2:7][CH2:8][O:9]2)=[CH:4][CH:3]=1.Cl.[NH2:14][OH:15].C([O-])(=O)C.[Na+]. (2) Given the product [C:1]1([S:21]([C:18]2[CH:19]=[CH:20][CH:15]=[CH:16][CH:17]=2)(=[O:22])=[O:23])[CH:6]=[CH:5][CH:4]=[CH:3][CH:2]=1, predict the reactants needed to synthesize it. The reactants are: [C:1]1(S[C:1]2[CH:6]=[CH:5][CH:4]=[CH:3][CH:2]=2)[CH:6]=[CH:5][CH:4]=[CH:3][CH:2]=1.C[C:15]1[CH:16]=[CH:17][C:18]([S:21](N)(=[O:23])=[O:22])=[CH:19][CH:20]=1.Cl[O-].[Na+].S([O-])([O-])=O.[Na+].[Na+]. (3) Given the product [N+:1]([C:4]1[CH:5]=[CH:6][C:7]2[O:12][C@@:11]([CH3:18])([CH:13]([O:16][CH3:17])[O:14][CH3:15])[C@H:10]([OH:19])[C@@H:9]([N:30]([C:27]3[CH:26]=[CH:25][C:24]([O:23][C:22]([F:38])([F:37])[F:21])=[CH:29][CH:28]=3)[CH2:31][C:32]3[NH:36][CH:35]=[CH:34][N:33]=3)[C:8]=2[CH:20]=1)([O-:3])=[O:2], predict the reactants needed to synthesize it. The reactants are: [N+:1]([C:4]1[CH:5]=[CH:6][C:7]2[O:12][C@@:11]([CH3:18])([CH:13]([O:16][CH3:17])[O:14][CH3:15])[C@@H:10]3[O:19][C@@H:9]3[C:8]=2[CH:20]=1)([O-:3])=[O:2].[F:21][C:22]([F:38])([F:37])[O:23][C:24]1[CH:29]=[CH:28][C:27]([NH:30][CH2:31][C:32]2[NH:33][CH:34]=[CH:35][N:36]=2)=[CH:26][CH:25]=1. (4) Given the product [F:23][C:2]([F:1])([F:22])[C:3]1[CH:17]=[C:16]([C:18]([F:21])([F:20])[F:19])[CH:15]=[CH:14][C:4]=1[CH2:5][N:6]1[CH2:11][CH2:10][CH:9](/[CH:12]=[C:33]2/[C:29]([NH:28][C@H:27]([C:26]([N:25]([CH3:24])[CH3:37])=[O:36])[CH3:35])=[N:30][C:31](=[O:34])[S:32]/2)[CH2:8][CH2:7]1, predict the reactants needed to synthesize it. The reactants are: [F:1][C:2]([F:23])([F:22])[C:3]1[CH:17]=[C:16]([C:18]([F:21])([F:20])[F:19])[CH:15]=[CH:14][C:4]=1[CH2:5][N:6]1[CH2:11][CH2:10][CH:9]([CH:12]=O)[CH2:8][CH2:7]1.[CH3:24][N:25]([CH3:37])[C:26](=[O:36])[C@H:27]([CH3:35])[NH:28][C:29]1[CH2:33][S:32][C:31](=[O:34])[N:30]=1.C([O-])(=O)C.[NH2+]1CCCCC1. (5) Given the product [P:25]([O:28][CH3:29])([O:26][CH3:27])([O:4][C:3]([C:5]1[C:13]2[C:8](=[CH:9][C:10]([O:14][CH3:15])=[CH:11][CH:12]=2)[N:7]([CH2:16][C:17](=[O:22])[C:18]([CH3:21])([CH3:20])[CH3:19])[N:6]=1)=[C:2]([CH3:24])[CH3:23])=[O:30], predict the reactants needed to synthesize it. The reactants are: Br[C:2]([CH3:24])([CH3:23])[C:3]([C:5]1[C:13]2[C:8](=[CH:9][C:10]([O:14][CH3:15])=[CH:11][CH:12]=2)[N:7]([CH2:16][C:17](=[O:22])[C:18]([CH3:21])([CH3:20])[CH3:19])[N:6]=1)=[O:4].[P:25]([O:30]C)([O:28][CH3:29])[O:26][CH3:27]. (6) Given the product [CH:1]1([NH:6][C:7](=[O:19])[NH:8][CH:9]([C:11]2[S:15][C:14]([C:16]([NH:60][O:59][CH:54]3[CH2:55][CH2:56][CH2:57][CH2:58][O:53]3)=[O:18])=[CH:13][CH:12]=2)[CH3:10])[CH2:2][CH2:3][CH2:4][CH2:5]1, predict the reactants needed to synthesize it. The reactants are: [CH:1]1([NH:6][C:7](=[O:19])[NH:8][CH:9]([C:11]2[S:15][C:14]([C:16]([OH:18])=O)=[CH:13][CH:12]=2)[CH3:10])[CH2:5][CH2:4][CH2:3][CH2:2]1.CN(C(ON1N=NC2C=CC=NC1=2)=[N+](C)C)C.F[P-](F)(F)(F)(F)F.C(N(CC)C(C)C)(C)C.[O:53]1[CH2:58][CH2:57][CH2:56][CH2:55][CH:54]1[O:59][NH2:60]. (7) The reactants are: Cl.[CH:2]([N:5]1[C:9]([C:10]2[N:19]=[C:18]3[N:12]([CH2:13][CH2:14][O:15][C:16]4[CH:23]=[C:22]([C@@H:24]5[CH2:29][CH2:28][NH:27][CH2:26][C@H:25]5[OH:30])[CH:21]=[CH:20][C:17]=43)[CH:11]=2)=[N:8][CH:7]=[N:6]1)([CH3:4])[CH3:3].Br[C:32]([CH3:38])([CH3:37])[C:33]([NH:35][CH3:36])=[O:34].[OH-].[Na+]. Given the product [OH:30][C@H:25]1[C@H:24]([C:22]2[CH:21]=[CH:20][C:17]3[C:18]4[N:12]([CH:11]=[C:10]([C:9]5[N:5]([CH:2]([CH3:4])[CH3:3])[N:6]=[CH:7][N:8]=5)[N:19]=4)[CH2:13][CH2:14][O:15][C:16]=3[CH:23]=2)[CH2:29][CH2:28][N:27]([C:32]([CH3:38])([CH3:37])[C:33]([NH:35][CH3:36])=[O:34])[CH2:26]1, predict the reactants needed to synthesize it.